Dataset: Reaction yield outcomes from USPTO patents with 853,638 reactions. Task: Predict the reaction yield, written as a fraction of the theoretical maximum amount of product (1.0 means a 100% yield; for example, 0.34 means a 34% yield). (1) The reactants are [NH2:1]/[C:2](/[CH3:9])=[C:3](\[C:7]#[N:8])/[C:4](=[S:6])[NH2:5].OO. The catalyst is CO. The product is [NH2:5][C:4]1[S:6][N:1]=[C:2]([CH3:9])[C:3]=1[C:7]#[N:8]. The yield is 0.960. (2) The reactants are CC1NC(C)=CC=1C1C=[CH:11][CH:10]=[C:9]([C:13]2[CH:18]=[CH:17][CH:16]=[C:15]([CH2:19][CH:20]3[CH2:24][CH2:23][CH2:22][CH:21]3[N:25]([CH3:27])[CH3:26])[CH:14]=2)[N:8]=1.[CH2:29](O)[CH3:30].Cl.[NH2:33]O.Cl. The catalyst is O. The product is [CH3:27][N:25]([CH3:26])[CH:21]1[CH2:22][CH2:23][CH2:24][CH:20]1[CH2:19][C:15]1[CH:14]=[C:13]([C:9]2[N:8]=[C:30]([NH2:33])[CH:29]=[CH:11][CH:10]=2)[CH:18]=[CH:17][CH:16]=1. The yield is 0.830. (3) The reactants are [C:1]([O:4][CH2:5][CH2:6][N:7]([CH3:9])[CH3:8])(=[O:3])[CH3:2].CCCCCC.[CH2:16]([O:28][CH2:29]Cl)[CH2:17][CH2:18][CH2:19][CH2:20][CH2:21][CH2:22][CH2:23][CH2:24][CH2:25][CH2:26][CH3:27].[C:31]([O-:39])(=[O:38])[C:32]1[CH:37]=[CH:36][CH:35]=[CH:34][CH:33]=1.[K+]. The catalyst is CS(C)=O.C(Cl)(Cl)Cl. The product is [C:31]([O-:39])(=[O:38])[C:32]1[CH:37]=[CH:36][CH:35]=[CH:34][CH:33]=1.[C:1]([O:4][CH2:5][CH2:6][N+:7]([CH2:29][O:28][CH2:16][CH2:17][CH2:18][CH2:19][CH2:20][CH2:21][CH2:22][CH2:23][CH2:24][CH2:25][CH2:26][CH3:27])([CH3:9])[CH3:8])(=[O:3])[CH3:2]. The yield is 0.670. (4) The reactants are CC(OI1(OC(C)=O)(OC(C)=O)OC(=O)C2C=CC=CC1=2)=O.[C:23]([O:27][C:28]([N:30]1[CH2:35][CH2:34][C:33]2[N:36]([CH2:49][CH2:50][CH2:51][OH:52])[N:37]=[C:38]([C:39]3[CH:44]=[CH:43][C:42]([C:45]([F:48])([F:47])[F:46])=[CH:41][CH:40]=3)[C:32]=2[CH2:31]1)=[O:29])([CH3:26])([CH3:25])[CH3:24]. The catalyst is C(Cl)Cl.CCOCC.C([O-])(O)=O.[Na+]. The product is [C:23]([O:27][C:28]([N:30]1[CH2:35][CH2:34][C:33]2[N:36]([CH2:49][CH2:50][CH:51]=[O:52])[N:37]=[C:38]([C:39]3[CH:44]=[CH:43][C:42]([C:45]([F:48])([F:46])[F:47])=[CH:41][CH:40]=3)[C:32]=2[CH2:31]1)=[O:29])([CH3:26])([CH3:25])[CH3:24]. The yield is 0.790. (5) The yield is 1.03. The product is [F:1][C:2]1[CH:3]=[CH:4][C:5]([C:10]([CH3:22])([CH3:21])[CH2:11][C@:12]([OH:20])([C:16]([F:18])([F:19])[F:17])[CH2:13][C:14]#[CH:15])=[C:6]([CH:9]=1)[C:7]([OH:29])=[O:8]. The reactants are [F:1][C:2]1[CH:3]=[CH:4][C:5]([C:10]([CH3:22])([CH3:21])[CH2:11][C@:12]([OH:20])([C:16]([F:19])([F:18])[F:17])[CH2:13][C:14]#[CH:15])=[C:6]([CH:9]=1)[CH:7]=[O:8].CC(=CC)C.Cl([O-])=[O:29].[Na+].P([O-])([O-])(O)=O.[Na+].[Na+]. The catalyst is C(O)(C)(C)C.C1COCC1.O. (6) The reactants are Br[CH:2]([C:4]1[CH:5]=[CH:6][C:7]([F:10])=[N:8][CH:9]=1)[CH3:3].[CH3:11][C@@H:12]1[NH:17][CH2:16][CH2:15][N:14]([C:18]([O:20][C:21]([CH3:24])([CH3:23])[CH3:22])=[O:19])[CH2:13]1.C([O-])([O-])=O.[K+].[K+]. The catalyst is C(#N)C. The product is [F:10][C:7]1[N:8]=[CH:9][C:4]([C@H:2]([N:17]2[CH2:16][CH2:15][N:14]([C:18]([O:20][C:21]([CH3:24])([CH3:23])[CH3:22])=[O:19])[CH2:13][C@@H:12]2[CH3:11])[CH3:3])=[CH:5][CH:6]=1. The yield is 0.354. (7) The reactants are [C:1]1([CH:7]2[CH2:12][CH2:11][C:10](=O)[CH2:9][CH2:8]2)[CH:6]=[CH:5][CH:4]=[CH:3][CH:2]=1.Cl.[NH2:15][OH:16].C([O-])(=O)C.[Na+]. The catalyst is C(O)C.O. The product is [OH:16][N:15]=[C:10]1[CH2:11][CH2:12][CH:7]([C:1]2[CH:6]=[CH:5][CH:4]=[CH:3][CH:2]=2)[CH2:8][CH2:9]1. The yield is 0.970. (8) The reactants are I[C:2]1[C:15]([O:16][CH3:17])=[CH:14][C:13]2[C@:12]34[CH2:18][CH2:19][N:20]([C:21]([O:23][CH2:24][C:25]5[CH:30]=[CH:29][CH:28]=[CH:27][CH:26]=5)=[O:22])[C@@H:6]([C@@H:7]3[CH2:8][CH2:9][CH2:10][CH2:11]4)[CH2:5][C:4]=2[CH:3]=1.[Cl:31][C:32]1[CH:38]=[CH:37][C:35]([NH2:36])=[CH:34][CH:33]=1.C(Cl)Cl.O. The catalyst is C1COCC1.C1C=CC(P(C2C=CC=CC=2)[C-]2C=CC=C2)=CC=1.C1C=CC(P(C2C=CC=CC=2)[C-]2C=CC=C2)=CC=1.Cl[Pd]Cl.[Fe+2].C1C=CC(P(C2C=CC=CC=2)[C-]2C=CC=C2)=CC=1.C1C=CC(P(C2C=CC=CC=2)[C-]2C=CC=C2)=CC=1.[Fe+2]. The product is [Cl:31][C:32]1[CH:38]=[CH:37][C:35]([NH:36][C:2]2[C:15]([O:16][CH3:17])=[CH:14][C:13]3[C@:12]45[CH2:18][CH2:19][N:20]([C:21]([O:23][CH2:24][C:25]6[CH:30]=[CH:29][CH:28]=[CH:27][CH:26]=6)=[O:22])[C@@H:6]([C@@H:7]4[CH2:8][CH2:9][CH2:10][CH2:11]5)[CH2:5][C:4]=3[CH:3]=2)=[CH:34][CH:33]=1. The yield is 0.570.